From a dataset of CYP2C9 inhibition data for predicting drug metabolism from PubChem BioAssay. Regression/Classification. Given a drug SMILES string, predict its absorption, distribution, metabolism, or excretion properties. Task type varies by dataset: regression for continuous measurements (e.g., permeability, clearance, half-life) or binary classification for categorical outcomes (e.g., BBB penetration, CYP inhibition). Dataset: cyp2c9_veith. (1) The drug is COc1ccccc1-c1nc(NCc2cccs2)c2ccccc2n1. The result is 0 (non-inhibitor). (2) The drug is CN1CC[C@@]2(CCCN(C(=O)Oc3ccccc3)C2)C1. The result is 0 (non-inhibitor). (3) The drug is N=C(N)c1ccc(-c2ccc(-c3ccc(C(=N)N)cc3)o2)cc1. The result is 0 (non-inhibitor).